From a dataset of Catalyst prediction with 721,799 reactions and 888 catalyst types from USPTO. Predict which catalyst facilitates the given reaction. (1) Reactant: [Br:1][C:2]1[CH:10]=[C:9]2[C:5]([CH:6]([CH3:12])[C:7](=[O:11])[NH:8]2)=[CH:4][CH:3]=1.C([O-])([O-])=O.[Cs+].[Cs+].Br[CH2:20][C:21]([O:23][CH3:24])=[O:22].Cl. Product: [Br:1][C:2]1[CH:10]=[C:9]2[C:5]([C:6]([CH2:20][C:21]([O:23][CH3:24])=[O:22])([CH3:12])[C:7](=[O:11])[NH:8]2)=[CH:4][CH:3]=1. The catalyst class is: 18. (2) Reactant: [F:1][C:2]1[CH:33]=[CH:32][C:5]([O:6][C:7]2[CH:12]=[CH:11][C:10]([NH:13][C:14]([C@H:16]3[NH:21][CH2:20][CH2:19][N:18]([C:22]([O:24][CH2:25][C:26]4[CH:31]=[CH:30][CH:29]=[CH:28][CH:27]=4)=[O:23])[CH2:17]3)=[O:15])=[CH:9][CH:8]=2)=[CH:4][CH:3]=1.Cl.[NH:35]1[CH:39]=[C:38]([CH2:40][C:41](O)=[O:42])[N:37]=[CH:36]1.CCN(C(C)C)C(C)C.CN(C(ON1N=NC2C=CC=NC1=2)=[N+](C)C)C.F[P-](F)(F)(F)(F)F. Product: [NH:35]1[CH:39]=[C:38]([CH2:40][C:41]([N:21]2[CH2:20][CH2:19][N:18]([C:22]([O:24][CH2:25][C:26]3[CH:27]=[CH:28][CH:29]=[CH:30][CH:31]=3)=[O:23])[CH2:17][C@H:16]2[C:14](=[O:15])[NH:13][C:10]2[CH:9]=[CH:8][C:7]([O:6][C:5]3[CH:32]=[CH:33][C:2]([F:1])=[CH:3][CH:4]=3)=[CH:12][CH:11]=2)=[O:42])[N:37]=[CH:36]1. The catalyst class is: 3. (3) Reactant: [CH3:1][O:2][C:3]1[C:4]([CH3:12])=[C:5]([CH:9]=[CH:10][CH:11]=1)[C:6](O)=[O:7].[H-].B.O1CCCC1. Product: [CH3:1][O:2][C:3]1[C:4]([CH3:12])=[C:5]([CH2:6][OH:7])[CH:9]=[CH:10][CH:11]=1. The catalyst class is: 7.